This data is from Experimentally validated miRNA-target interactions with 360,000+ pairs, plus equal number of negative samples. The task is: Binary Classification. Given a miRNA mature sequence and a target amino acid sequence, predict their likelihood of interaction. (1) The miRNA is hsa-miR-627-3p with sequence UCUUUUCUUUGAGACUCACU. The protein sequence of the target gene is MVGDTLKLLSPLMTRYFFLLFYSTDSSDLNENQHPLDFDEMAFGKVKSGISFLIQTGVGILGNSFLLCFYNLILFTGHKLRPTDLILSQLALANSMVLFFKGIPQTMAAFGLKYLLNDTGCKFVFYYHRVGTRVSLSTICLLNGFQAIKLNPSICRWMEIKIRSPRFIDFCCLLCWAPHVLMNASVLLLVNGPLNSKNSSAKNNYGYCSYKASKRFSSLHAVLYFSPDFMSLGFMVWASGSMVFFLYRHKQQVQHNHSNRLSCRPSQEARATHTIMVLVSSFFVFYSVHSFLTIWTTVVA.... Result: 1 (interaction). (2) The miRNA is mmu-miR-3110-5p with sequence UUCUGCCUCCCCUGAAGGCUC. The protein sequence of the target gene is MLHFIQKVSGASSKMLKNPFTVRLGAGRIDILSLKTCLLQNFSSLPPRTWLSPSFQVCMRKIQCYHVSPCNFKKQKAVLPPKKRSTITYLLDSPKPALYITLAGLIPFTAPPLLMVITKSYIPVLAFTQMAYGAGFLAFLGGIRWGFVLPESSPAKPDYINLASSMSPILFSWAAILFSERLNEAIVTLIIGLGIALHNELFLLPHYPNWFKALRIVSTLVAFISFVVTLILENIYPEKGPKRPD. Result: 1 (interaction). (3) The miRNA is hsa-miR-6076 with sequence AGCAUGACAGAGGAGAGGUGG. The protein sequence of the target gene is MTDTSVLDQWKASFFVEDFLEKKTITRMVTQINCEFEEVVPSSNPDSQIEVEEVSLYTHMDYNEVFTPVSCLEKCSALQNQNQDLFIDDKGILFVSSRKHLPTLPTLLSRLKLFLVKDPLLDFKGQIFTEANFSRECFSLQETLEAFVKEDFCMDKVNFCQEKLEDTICLNEPSSFLIEYEFLIPPSLKPEIDIPSLSELKELLNPVPEIINYVDEKEKLFERDLTNKHGIEDIGDIKFSSTEILTIQSQSEPEECSKPGELEMPLTPLFLTCQHSSVNSLRTELQTFPLSPVCKINLLT.... Result: 0 (no interaction). (4) Result: 1 (interaction). The protein sequence of the target gene is MDLAGLLKSQFLCHLVFCYVFIASGLIINTIQLFTLLLWPINKQLFRKINCRLSYCISSQLVMLLEWWSGTECTIFTDPRAYLKYGKENAIVVLNHKFEIDFLCGWSLSERFGLLGGSKVLAKKELAYVPIIGWMWYFTEMVFCSRKWEQDRKTVATSLQHLRDYPEKYFFLIHCEGTRFTEKKHEISMQVARAKGLPRLKHHLLPRTKGFAITVRSLRNVVSAVYDCTLNFRNNENPTLLGVLNGKKYHADLYVRRIPLEDIPEDDDECSAWLHKLYQEKDAFQEEYYRTGTFPETPMV.... The miRNA is hsa-miR-6792-3p with sequence CUCCUCCACAGCCCCUGCUCAU. (5) The miRNA is hsa-miR-4499 with sequence AAGACUGAGAGGAGGGA. The protein sequence of the target gene is MSGAALGLEIVFVFFLALFLLHRYGDFKKQHRLVIIGTLLAWYLCFLIVFILPLDVSTTIYNRCRHAAANSSPPENTNVTGLDASVTPAPRQHPCFKPWSYIPDGIMPIFWRVVYWTSQFLTWILLPFMQSYARSGGFSITGKIKTALIENAIYYGTYLLIFGAFLIYVAVNPRLHLEWNQLQTIGIAAANTWGLFLLVLLLGYGLVEIPRSYWNGAKRGYLLMKTYFKAAKLMTEKADAEENLEDVMEEVRKVNESIKYNHPLRKCVDTILKKCPTDYQEKMGRNMDDYEDFDEKRNTY.... Result: 0 (no interaction). (6) The miRNA is hsa-miR-570-3p with sequence CGAAAACAGCAAUUACCUUUGC. The protein sequence of the target gene is MAASQTFPLGPTHEPASALMEPLPCTRSLAEGFLEEELRLNAELSQLQFPEPVGVIYNPVDYAWEPHRNYVTRYCQGPKEVLFLGMNPGPFGMAQTGVPFGEVNVVRDWLGVGGPVLTPPQEHPKRPVLGLECPQSEVSGARFWGFFRTLCGQPQVFFRHCFVHNLCPLLFLAPSGRNLTPAELPAKQREQLLSICDAALCRQVQLLGVRLVVGVGRLAEQRARRALAGLTPEVQVEGLLHPSPRSAQANKGWEAAARERLQELGLLPLLTDEGSARPT. Result: 0 (no interaction). (7) The miRNA is hsa-miR-4698 with sequence UCAAAAUGUAGAGGAAGACCCCA. The protein sequence of the target gene is MNSPVDPGARQALRKKPPERTPEDLNTIYSYLHGMEILSNLREHQLRLMSARARYERYSGNQVLFCSETIARCWYILLSGSVLVKGSMVLPPCSFGKQFGGKRGCDCLVLEPSEMIVVENAKDNEDSILQREIPARQSRRRFRKINYKGERQTITDDVEVNSYLSLPADLTKMHLTENPHPQVTHVSSSQSGCSIASDSGSSSLSDIYQATESEVGDVDLTRLPEGPVDSEDDEEEDEEIDRTDPLQGRDLVRECLEKEPADKTDDDIEQLLEFMHQLPAFANMTMSVRRELCSVMIFEV.... Result: 1 (interaction). (8) The miRNA is mmu-miR-20a-5p with sequence UAAAGUGCUUAUAGUGCAGGUAG. The protein sequence of the target gene is MAFANFRRILRLSTFEKRKSREYEHVRRDLDPNDVWEIVGELGDGAFGKVYKAKNKETGALAAAKVIETKSEEELEDYIVEIEILATCDHPYIVKLLGAYYYDGKLWIMIEFCPGGAVDAIMLELDRGLTEPQIQVVCRQMLEALNFLHGKRIIHRDLKAGNVLMTLEGDIRLADFGVSAKNLKTLQKRDSFIGTPYWMAPEVVLCETMKDAPYDYKADIWSLGITLIEMAQIEPPHHELNPMRVLLKIAKSDPPTLLTPSKWSVEFRDFLKIALDKNPETRPSAAQLLQHPFVSRVTSN.... Result: 0 (no interaction). (9) The protein sequence of the target gene is MPRPELPLPEGWEEARDFDGKVYYIDHTNRTTSWIDPRDRYTKPLTFADCISDELPLGWEEAYDPQVGDYFIDHNTKTTQIEDPRVQWRREQEHMLKDYLVVAQEALSAQKEIYQVKQQRLELAQQEYQQLHAVWEHKLGSQVSLVSGSSSSSKYDPEILKAEIATAKSRVNKLKREMVHLQHELQFKERGFQTLKKIDKKMSDAQGSYKLDEAQAVLRETKAIKKAITCGEKEKQDLIKSLAMLKDGFRTDRGSHSDLWSSSSSLESSSFPLPKQYLDVSSQTDISGSFGINSNNQLAE.... Result: 0 (no interaction). The miRNA is hsa-miR-485-3p with sequence GUCAUACACGGCUCUCCUCUCU. (10) The miRNA is hsa-miR-4650-5p with sequence UCAGGCCUCUUUCUACCUU. The protein sequence of the target gene is MLDPSSSEEESDEIVEEESGKEVLGSAPSGARLSPSRTSEGSAGSAGLGGGGAGAGAGVGAGGGGGSGASSGGGAGGLQPSSRAGGGRPSSPSPSVVSEKEKEELERLQKEEEERKKRLQLYVFVMRCIAYPFNAKQPTDMARRQQKISKQQLQTVKDRFQAFLNGETQIMADEAFMNAVQSYYEVFLKSDRVARMVQSGGCSANDSREVFKKHIEKRVRSLPEIDGLSKETVLSSWMAKFDAIYRGEEDPRKQQARMTASAASELILSKEQLYEMFQNILGIKKFEHQLLYNACQLDNP.... Result: 0 (no interaction).